From a dataset of Reaction yield outcomes from USPTO patents with 853,638 reactions. Predict the reaction yield, written as a fraction of the theoretical maximum amount of product (1.0 means a 100% yield; for example, 0.34 means a 34% yield). (1) The product is [CH3:10][O:9][C:7]([C:5]1[N:6]=[C:2]([N:21]2[CH2:20][CH2:19][N:18]([C:11]([O:13][C:14]([CH3:17])([CH3:16])[CH3:15])=[O:12])[CH2:23][CH2:22]2)[S:3][CH:4]=1)=[O:8]. The catalyst is CC(N(C)C)=O. The yield is 0.351. The reactants are Cl[C:2]1[S:3][CH:4]=[C:5]([C:7]([O:9][CH3:10])=[O:8])[N:6]=1.[C:11]([N:18]1[CH2:23][CH2:22][NH:21][CH2:20][CH2:19]1)([O:13][C:14]([CH3:17])([CH3:16])[CH3:15])=[O:12].CCN(C(C)C)C(C)C. (2) The reactants are [NH2:1][C:2]1[C:3]([O:20][CH3:21])=[CH:4][C:5]([CH:17]([CH3:19])[CH3:18])=[C:6]([CH:16]=1)[O:7][C:8]1[C:9]([NH2:15])=[N:10][C:11]([NH2:14])=[N:12][CH:13]=1.C(O)(C(F)(F)F)=O.[C:29](Cl)(Cl)=[S:30].[OH-].[Na+]. The catalyst is O. The product is [CH:17]([C:5]1[CH:4]=[C:3]([O:20][CH3:21])[C:2]([N:1]=[C:29]=[S:30])=[CH:16][C:6]=1[O:7][C:8]1[C:9]([NH2:15])=[N:10][C:11]([NH2:14])=[N:12][CH:13]=1)([CH3:19])[CH3:18]. The yield is 0.360. (3) The reactants are Br[C:2]1[N:7]=[C:6]([C:8]([O:10][CH3:11])=[O:9])[C:5]([O:12][CH2:13][CH2:14][O:15][C:16]2[CH:21]=[CH:20][CH:19]=[CH:18][CH:17]=2)=[CH:4][CH:3]=1.CC1(C)C(C)(C)OB([C:30]2[CH:39]=[C:38]3[C:33]([CH2:34][CH2:35][CH2:36][NH:37]3)=[CH:32][CH:31]=2)O1.C([O-])([O-])=O.[K+].[K+].O. The catalyst is [Br-].C([N+](CCCC)(CCCC)CCCC)CCC.O1CCOCC1.CCOC(C)=O.Cl[Pd](Cl)([P](C1C=CC=CC=1)(C1C=CC=CC=1)C1C=CC=CC=1)[P](C1C=CC=CC=1)(C1C=CC=CC=1)C1C=CC=CC=1. The product is [O:15]([CH2:14][CH2:13][O:12][C:5]1[C:6]([C:8]([O:10][CH3:11])=[O:9])=[N:7][C:2]([C:30]2[CH:39]=[C:38]3[C:33]([CH2:34][CH2:35][CH2:36][NH:37]3)=[CH:32][CH:31]=2)=[CH:3][CH:4]=1)[C:16]1[CH:21]=[CH:20][CH:19]=[CH:18][CH:17]=1. The yield is 0.720. (4) The reactants are [CH2:1]([O:8][C@@H:9]1[C@@H:18]([O:19][CH2:20][C:21]2[CH:26]=[CH:25][CH:24]=[CH:23][CH:22]=2)[C@H:17]([O:27][C@@H:28]2[O:57][C@H:56]([CH2:58][F:59])[C@@H:47]([O:48][CH2:49][C:50]3[CH:55]=[CH:54][CH:53]=[CH:52][CH:51]=3)[C@H:38]([O:39][CH2:40][C:41]3[CH:46]=[CH:45][CH:44]=[CH:43][CH:42]=3)[C@H:29]2[O:30][CH2:31][C:32]2[CH:37]=[CH:36][CH:35]=[CH:34][CH:33]=2)[C@@H:16]([CH2:60][O:61][CH2:62][C:63]2[CH:68]=[CH:67][CH:66]=[CH:65][CH:64]=2)[O:15][C@@H:10]1[O:11][CH2:12][CH:13]=[CH2:14])[C:2]1[CH:7]=[CH:6][CH:5]=[CH:4][CH:3]=1.O1CCCC1. The catalyst is CO.Cl[Pd]Cl. The product is [CH2:1]([O:8][C@@H:9]1[C@@H:18]([O:19][CH2:20][C:21]2[CH:22]=[CH:23][CH:24]=[CH:25][CH:26]=2)[C@H:17]([O:27][C@@H:28]2[O:57][C@H:56]([CH2:58][F:59])[C@@H:47]([O:48][CH2:49][C:50]3[CH:51]=[CH:52][CH:53]=[CH:54][CH:55]=3)[C@H:38]([O:39][CH2:40][C:41]3[CH:42]=[CH:43][CH:44]=[CH:45][CH:46]=3)[C@H:29]2[O:30][CH2:31][C:32]2[CH:37]=[CH:36][CH:35]=[CH:34][CH:33]=2)[C@@H:16]([CH2:60][O:61][CH2:62][C:63]2[CH:64]=[CH:65][CH:66]=[CH:67][CH:68]=2)[O:15][CH:10]1[O:11][CH2:12][CH:13]=[CH2:14])[C:2]1[CH:7]=[CH:6][CH:5]=[CH:4][CH:3]=1. The yield is 0.630. (5) The reactants are C[Si]([C:5]#[N:6])(C)C.[NH2:7][C:8]1[CH:12]=[C:11]([CH3:13])[NH:10][N:9]=1.[C:14]1(=O)[CH2:17][CH2:16][CH2:15]1. The catalyst is ClCCl. The product is [CH3:13][C:11]1[CH:12]=[C:8]([NH:7][C:14]2([C:5]#[N:6])[CH2:17][CH2:16][CH2:15]2)[NH:9][N:10]=1. The yield is 0.760. (6) The product is [CH3:69][O:74][C:29](=[O:28])[NH:30][CH:31]([C:35]([N:37]1[CH:42]([C:43]2[NH:44][C:45]([C:48]3[CH:57]=[CH:56][C:55]4[C:50](=[CH:51][CH:52]=[C:53]([C:21]5[CH:22]=[CH:23][C:18]([C:15]6[NH:14][C:13]([CH:9]7[CH2:10][CH2:11][CH2:12][N:8]7[C:6](=[O:7])[CH:5]([NH:4][C:3]([O:2][CH3:1])=[O:26])[CH3:25])=[N:17][CH:16]=6)=[CH:19][CH:20]=5)[CH:54]=4)[CH:49]=3)=[CH:46][N:47]=2)[CH:41]2[CH2:67][CH:38]1[CH2:39][CH2:40]2)=[O:36])[CH:32]([CH3:33])[CH3:34]. The reactants are [CH3:1][O:2][C:3](=[O:26])[NH:4][CH:5]([CH3:25])[C:6]([N:8]1[CH2:12][CH2:11][CH2:10][CH:9]1[C:13]1[NH:14][C:15]([C:18]2[CH:23]=[CH:22][C:21](Br)=[CH:20][CH:19]=2)=[CH:16][N:17]=1)=[O:7].C[O:28][C:29](=O)[NH:30][CH:31]([C:35]([N:37]1[CH:42]([C:43]2[NH:44][C:45]([C:48]3[CH:57]=[CH:56][C:55]4[C:50](=[CH:51][CH:52]=[C:53](B5OC(C)(C)C(C)(C)O5)[CH:54]=4)[CH:49]=3)=[CH:46][N:47]=2)[CH:41]2[CH2:67][CH:38]1[CH2:39][CH2:40]2)=[O:36])[CH:32]([CH3:34])[CH3:33].[C:69]([O-])(O)=O.[Na+].[OH2:74]. The catalyst is COCCOC. The yield is 0.360. (7) The reactants are [CH3:1][O:2][C:3]1[CH:4]=[C:5]([CH:14]=[CH:15][C:16]=1[N+:17]([O-])=O)[O:6][CH2:7][CH2:8][N:9]1[CH2:13][CH2:12][CH2:11][CH2:10]1.[H][H]. The catalyst is C(OCC)(=O)C.[Pd]. The product is [CH3:1][O:2][C:3]1[CH:4]=[C:5]([O:6][CH2:7][CH2:8][N:9]2[CH2:10][CH2:11][CH2:12][CH2:13]2)[CH:14]=[CH:15][C:16]=1[NH2:17]. The yield is 0.890. (8) The reactants are CCCC[N+](CCCC)(CCCC)CCCC.[F-].[CH3:19][N:20]1[C:24]2[CH:25]=[CH:26][CH:27]=[CH:28][C:23]=2[N:22]=[C:21]1[CH2:29][CH2:30][C:31]#[C:32][Si](C)(C)C.O. The catalyst is C1COCC1. The product is [CH2:29]([C:21]1[N:20]([CH3:19])[C:24]2[CH:25]=[CH:26][CH:27]=[CH:28][C:23]=2[N:22]=1)[CH2:30][C:31]#[CH:32]. The yield is 0.700.